This data is from NCI-60 drug combinations with 297,098 pairs across 59 cell lines. The task is: Regression. Given two drug SMILES strings and cell line genomic features, predict the synergy score measuring deviation from expected non-interaction effect. (1) Drug 1: C1CC(C1)(C(=O)O)C(=O)O.[NH2-].[NH2-].[Pt+2]. Drug 2: N.N.Cl[Pt+2]Cl. Cell line: OVCAR-4. Synergy scores: CSS=28.8, Synergy_ZIP=-0.899, Synergy_Bliss=0.343, Synergy_Loewe=-20.3, Synergy_HSA=0.335. (2) Drug 1: CC12CCC3C(C1CCC2=O)CC(=C)C4=CC(=O)C=CC34C. Drug 2: CN(C)N=NC1=C(NC=N1)C(=O)N. Cell line: TK-10. Synergy scores: CSS=35.5, Synergy_ZIP=4.33, Synergy_Bliss=2.64, Synergy_Loewe=-6.84, Synergy_HSA=1.73. (3) Drug 1: CCC1(CC2CC(C3=C(CCN(C2)C1)C4=CC=CC=C4N3)(C5=C(C=C6C(=C5)C78CCN9C7C(C=CC9)(C(C(C8N6C=O)(C(=O)OC)O)OC(=O)C)CC)OC)C(=O)OC)O.OS(=O)(=O)O. Drug 2: COC1=NC(=NC2=C1N=CN2C3C(C(C(O3)CO)O)O)N. Cell line: MALME-3M. Synergy scores: CSS=8.47, Synergy_ZIP=-1.56, Synergy_Bliss=4.27, Synergy_Loewe=2.24, Synergy_HSA=2.49. (4) Synergy scores: CSS=18.3, Synergy_ZIP=-1.99, Synergy_Bliss=2.27, Synergy_Loewe=10.3, Synergy_HSA=6.08. Drug 1: COC1=NC(=NC2=C1N=CN2C3C(C(C(O3)CO)O)O)N. Cell line: HL-60(TB). Drug 2: C(CCl)NC(=O)N(CCCl)N=O. (5) Drug 1: C1=CC(=CC=C1CCCC(=O)O)N(CCCl)CCCl. Drug 2: C1CN1P(=S)(N2CC2)N3CC3. Cell line: U251. Synergy scores: CSS=31.4, Synergy_ZIP=-15.4, Synergy_Bliss=-8.23, Synergy_Loewe=-5.52, Synergy_HSA=-3.72.